This data is from Peptide-MHC class I binding affinity with 185,985 pairs from IEDB/IMGT. The task is: Regression. Given a peptide amino acid sequence and an MHC pseudo amino acid sequence, predict their binding affinity value. This is MHC class I binding data. The peptide sequence is IFPGDKTSY. The MHC is HLA-A33:01 with pseudo-sequence HLA-A33:01. The binding affinity (normalized) is 0.